This data is from Forward reaction prediction with 1.9M reactions from USPTO patents (1976-2016). The task is: Predict the product of the given reaction. (1) Given the reactants [O:1]=[C:2]1[CH:9]=[C:8]2[C:4]([C:10]([O:12][CH3:13])=[O:11])([CH2:5][CH2:6][CH2:7]2)[CH2:3]1.[CH2:14](O)C, predict the reaction product. The product is: [O:1]=[C:2]1[CH2:3][C:4]2([C:10]([O:12][CH2:13][CH3:14])=[O:11])[CH:8]([CH2:7][CH2:6][CH2:5]2)[CH2:9]1. (2) Given the reactants [Cl:1][C:2]1[CH:7]=[CH:6][C:5]([N:8]2[C:13](=[O:14])[C:12]3[CH:15]=[N:16][N:17]([C:18]4[CH:19]=[C:20]([CH:23]=[CH:24][CH:25]=4)[C:21]#[N:22])[C:11]=3[N:10]=[C:9]2[C:26]2[CH:31]=[CH:30][C:29]([C:32]3[CH:37]=[N:36][CH:35]=[CH:34][N:33]=3)=[CH:28][CH:27]=2)=[CH:4][CH:3]=1.Cl.C(=O)([O-])[O-].[NH4+:43].[NH4+], predict the reaction product. The product is: [Cl:1][C:2]1[CH:3]=[CH:4][C:5]([N:8]2[C:13](=[O:14])[C:12]3[CH:15]=[N:16][N:17]([C:18]4[CH:19]=[C:20]([CH:23]=[CH:24][CH:25]=4)[C:21]([NH2:43])=[NH:22])[C:11]=3[N:10]=[C:9]2[C:26]2[CH:31]=[CH:30][C:29]([C:32]3[CH:37]=[N:36][CH:35]=[CH:34][N:33]=3)=[CH:28][CH:27]=2)=[CH:6][CH:7]=1. (3) Given the reactants Cl.[NH2:2][C:3]([NH2:5])=[NH:4].[H-].[Na+].[C:8]([O:12][C:13](=[O:38])[CH2:14][N:15]([S:23]([C:26]1[CH:35]=[C:34]2[C:29]([C:30]([Cl:37])=[CH:31][N:32]=[C:33]2Cl)=[CH:28][CH:27]=1)(=[O:25])=[O:24])[CH2:16][CH:17]1[CH2:22][CH2:21][CH2:20][CH2:19][CH2:18]1)([CH3:11])([CH3:10])[CH3:9], predict the reaction product. The product is: [C:8]([O:12][C:13](=[O:38])[CH2:14][N:15]([S:23]([C:26]1[CH:35]=[C:34]2[C:29]([C:30]([Cl:37])=[CH:31][N:32]=[C:33]2[NH:4][C:3]([NH2:5])=[NH:2])=[CH:28][CH:27]=1)(=[O:24])=[O:25])[CH2:16][CH:17]1[CH2:22][CH2:21][CH2:20][CH2:19][CH2:18]1)([CH3:11])([CH3:9])[CH3:10]. (4) Given the reactants [O:1]=[C:2]1[N:8]([CH:9]2[CH2:14][CH2:13][N:12]([C:15]([O:17][C@@H:18]([C:36]([OH:38])=[O:37])[CH2:19][C:20]3[CH:25]=[C:24]([CH3:26])[C:23]([O:27]CC4C=CC=CC=4)=[C:22]([CH3:35])[CH:21]=3)=[O:16])[CH2:11][CH2:10]2)[CH2:7][CH2:6][C:5]2[CH:39]=[CH:40][CH:41]=[CH:42][C:4]=2[NH:3]1.[H][H].[CH3:45]O, predict the reaction product. The product is: [O:1]=[C:2]1[N:8]([CH:9]2[CH2:14][CH2:13][N:12]([C:15]([O:17][C@@H:18]([C:36]([O:38][CH3:45])=[O:37])[CH2:19][C:20]3[CH:21]=[C:22]([CH3:35])[C:23]([OH:27])=[C:24]([CH3:26])[CH:25]=3)=[O:16])[CH2:11][CH2:10]2)[CH2:7][CH2:6][C:5]2[CH:39]=[CH:40][CH:41]=[CH:42][C:4]=2[NH:3]1. (5) Given the reactants [C:1]1([N:7]([C:16]2[CH:21]=[CH:20][CH:19]=[CH:18][CH:17]=2)[C:8]2[CH:15]=[CH:14][C:11]([CH:12]=O)=[CH:10][CH:9]=2)[CH:6]=[CH:5][CH:4]=[CH:3][CH:2]=1.[C:22]1([NH:28][NH2:29])[CH:27]=[CH:26][CH:25]=[CH:24][CH:23]=1, predict the reaction product. The product is: [C:22]1([NH:28][N:29]=[CH:12][C:11]2[CH:14]=[CH:15][C:8]([N:7]([C:16]3[CH:21]=[CH:20][CH:19]=[CH:18][CH:17]=3)[C:1]3[CH:2]=[CH:3][CH:4]=[CH:5][CH:6]=3)=[CH:9][CH:10]=2)[CH:27]=[CH:26][CH:25]=[CH:24][CH:23]=1. (6) Given the reactants [NH:1]1[CH:5]=[CH:4][N:3]=[C:2]1[N:6]1[C:14]2[C:9](=[CH:10][C:11]([N+:15]([O-:17])=[O:16])=[CH:12][CH:13]=2)[CH2:8][CH2:7]1.[C:18]([O:22][C:23](O[C:23]([O:22][C:18]([CH3:21])([CH3:20])[CH3:19])=[O:24])=[O:24])([CH3:21])([CH3:20])[CH3:19], predict the reaction product. The product is: [N+:15]([C:11]1[CH:10]=[C:9]2[C:14](=[CH:13][CH:12]=1)[N:6]([C:2]1[N:1]([C:23]([O:22][C:18]([CH3:21])([CH3:20])[CH3:19])=[O:24])[CH:5]=[CH:4][N:3]=1)[CH2:7][CH2:8]2)([O-:17])=[O:16]. (7) Given the reactants [O:1]=[C:2]1[CH2:7][CH2:6][N:5]([C:8]([O:10][C:11]([CH3:14])([CH3:13])[CH3:12])=[O:9])[CH2:4][CH2:3]1.C(N(CC)CC)C.Cl[Si:23]([CH3:26])([CH3:25])[CH3:24].C(=O)(O)[O-].[Na+], predict the reaction product. The product is: [CH3:24][Si:23]([CH3:26])([CH3:25])[O:1][C:2]1[CH2:7][CH2:6][N:5]([C:8]([O:10][C:11]([CH3:14])([CH3:13])[CH3:12])=[O:9])[CH2:4][CH:3]=1. (8) Given the reactants Cl[C:2]1[CH:11]=[CH:10][N:9]=[C:8]2[C:3]=1[C:4]1[CH:16]=[CH:15][CH:14]=[CH:13][C:5]=1[C:6](=[O:12])[NH:7]2.[C:17]([C:19]1[CH:24]=[CH:23][C:22]([F:25])=[CH:21][CH:20]=1)#[CH:18], predict the reaction product. The product is: [F:25][C:22]1[CH:23]=[CH:24][C:19]([C:17]#[C:18][C:2]2[CH:11]=[CH:10][N:9]=[C:8]3[C:3]=2[C:4]2[CH:16]=[CH:15][CH:14]=[CH:13][C:5]=2[C:6](=[O:12])[NH:7]3)=[CH:20][CH:21]=1. (9) The product is: [CH2:27]([O:29][C:30]([C:32]1([C:35]2[CH:40]=[CH:39][C:38]([C:2]3[CH:7]=[CH:6][C:5]([C:8]4[O:12][N:11]=[C:10]([CH3:13])[C:9]=4[CH2:14][N:15]([C:16](=[O:18])[CH3:17])[CH2:19][CH2:20][C:21]4[CH:26]=[CH:25][CH:24]=[CH:23][CH:22]=4)=[CH:4][CH:3]=3)=[CH:37][CH:36]=2)[CH2:33][CH2:34]1)=[O:31])[CH3:28]. Given the reactants Br[C:2]1[CH:7]=[CH:6][C:5]([C:8]2[O:12][N:11]=[C:10]([CH3:13])[C:9]=2[CH2:14][N:15]([CH2:19][CH2:20][C:21]2[CH:26]=[CH:25][CH:24]=[CH:23][CH:22]=2)[C:16](=[O:18])[CH3:17])=[CH:4][CH:3]=1.[CH2:27]([O:29][C:30]([C:32]1([C:35]2[CH:40]=[CH:39][C:38](B3OC(C)(C)C(C)(C)O3)=[CH:37][CH:36]=2)[CH2:34][CH2:33]1)=[O:31])[CH3:28], predict the reaction product. (10) Given the reactants [CH3:1][O:2][C:3]1[C:4](C(O)=O)=[CH:5][C:6]2[C:11]([CH:12]=1)=[CH:10][CH:9]=[CH:8][CH:7]=2.CC[N:18]([CH2:21]C)CC.C1(P(N=[N+]=[N-])(C2C=CC=CC=2)=[O:30])C=CC=CC=1.[CH2:40]([OH:47])[C:41]1[CH:46]=[CH:45][CH:44]=[CH:43][CH:42]=1, predict the reaction product. The product is: [C:21]([NH:18][C:5]1[C:6]2[C:11](=[CH:10][CH:9]=[CH:8][CH:7]=2)[CH:12]=[C:3]([O:2][CH3:1])[CH:4]=1)([O:47][CH2:40][C:41]1[CH:46]=[CH:45][CH:44]=[CH:43][CH:42]=1)=[O:30].